From a dataset of Forward reaction prediction with 1.9M reactions from USPTO patents (1976-2016). Predict the product of the given reaction. (1) Given the reactants [CH3:1][O:2][C:3]1[C:4]([NH2:10])=[N:5][CH:6]=[C:7]([CH3:9])[N:8]=1.[Cl:11][C:12]1[CH:13]=[C:14]([S:19](Cl)(=[O:21])=[O:20])[CH:15]=[CH:16][C:17]=1[Cl:18], predict the reaction product. The product is: [Cl:11][C:12]1[CH:13]=[C:14]([S:19]([NH:10][C:4]2[C:3]([O:2][CH3:1])=[N:8][C:7]([CH3:9])=[CH:6][N:5]=2)(=[O:20])=[O:21])[CH:15]=[CH:16][C:17]=1[Cl:18]. (2) Given the reactants [Cl:1][C:2]1[CH:7]=[CH:6][CH:5]=[CH:4][C:3]=1[CH2:8][NH2:9].[C:10](OC(=O)C)(=[O:12])[CH3:11].O.[OH-].[Na+], predict the reaction product. The product is: [Cl:1][C:2]1[CH:7]=[CH:6][CH:5]=[CH:4][C:3]=1[CH2:8][NH:9][C:10](=[O:12])[CH3:11]. (3) Given the reactants [OH:1][CH2:2][C@H:3]([NH:14][C:15]([C:17]1[C:22]2[O:23][CH2:24][CH2:25][CH2:26][CH2:27][C:21]=2[CH:20]=[C:19](Br)[CH:18]=1)=[O:16])[CH2:4][C:5]1[C:13]2[C:8](=[CH:9][CH:10]=[CH:11][CH:12]=2)[NH:7][CH:6]=1.[C:29]1(/[CH:35]=[CH:36]/B(O)O)[CH:34]=[CH:33][CH:32]=[CH:31][CH:30]=1.C(=O)([O-])[O-].[Na+].[Na+], predict the reaction product. The product is: [OH:1][CH2:2][C@H:3]([NH:14][C:15]([C:17]1[C:22]2[O:23][CH2:24][CH2:25][CH2:26][CH2:27][C:21]=2[CH:20]=[C:19](/[CH:36]=[CH:35]/[C:29]2[CH:34]=[CH:33][CH:32]=[CH:31][CH:30]=2)[CH:18]=1)=[O:16])[CH2:4][C:5]1[C:13]2[C:8](=[CH:9][CH:10]=[CH:11][CH:12]=2)[NH:7][CH:6]=1. (4) Given the reactants [CH3:1][O:2][C:3]1[CH:4]=[C:5]([N:12]2[CH2:17][CH2:16][CH:15]([N:18]3[CH2:23][CH2:22][NH:21][CH2:20][CH2:19]3)[CH2:14][CH2:13]2)[CH:6]=[CH:7][C:8]=1[N+:9]([O-:11])=[O:10].[CH3:24][C:25](OC(C)=O)=[O:26], predict the reaction product. The product is: [C:25]([N:21]1[CH2:20][CH2:19][N:18]([CH:15]2[CH2:14][CH2:13][N:12]([C:5]3[CH:6]=[CH:7][C:8]([N+:9]([O-:11])=[O:10])=[C:3]([O:2][CH3:1])[CH:4]=3)[CH2:17][CH2:16]2)[CH2:23][CH2:22]1)(=[O:26])[CH3:24]. (5) Given the reactants [CH3:1][O:2][C:3]1[CH:44]=[CH:43][C:6]([CH2:7][N:8]([CH2:34][C:35]2[CH:40]=[CH:39][C:38]([O:41][CH3:42])=[CH:37][CH:36]=2)[C:9]2[N:14]=[C:13]([CH3:15])[N:12]=[C:11]([C:16]3[C:17]([NH:24][C:25]4[CH:26]=[N:27][C:28]([O:32][CH3:33])=[C:29]([F:31])[CH:30]=4)=[N:18][CH:19]=[C:20]([CH:23]=3)[CH:21]=O)[N:10]=2)=[CH:5][CH:4]=1.[CH3:45][C@@H:46]1[CH2:51][NH:50][CH2:49][CH2:48][N:47]1[C:52]([O:54][C:55]([CH3:58])([CH3:57])[CH3:56])=[O:53].O1CCCC1.C([BH3-])#N.[Na+], predict the reaction product. The product is: [CH3:42][O:41][C:38]1[CH:37]=[CH:36][C:35]([CH2:34][N:8]([CH2:7][C:6]2[CH:5]=[CH:4][C:3]([O:2][CH3:1])=[CH:44][CH:43]=2)[C:9]2[N:14]=[C:13]([CH3:15])[N:12]=[C:11]([C:16]3[CH:23]=[C:20]([CH2:21][N:50]4[CH2:49][CH2:48][N:47]([C:52]([O:54][C:55]([CH3:57])([CH3:56])[CH3:58])=[O:53])[C@H:46]([CH3:45])[CH2:51]4)[CH:19]=[N:18][C:17]=3[NH:24][C:25]3[CH:26]=[N:27][C:28]([O:32][CH3:33])=[C:29]([F:31])[CH:30]=3)[N:10]=2)=[CH:40][CH:39]=1.